From a dataset of Forward reaction prediction with 1.9M reactions from USPTO patents (1976-2016). Predict the product of the given reaction. (1) Given the reactants C([O:3][C:4]([C:6]1[CH:7]=[N:8][N:9]([C:11]2[N:19]=[C:18]3[C:14]([N:15]=[CH:16][N:17]3[C@H:20]3[C@H:24]([OH:25])[C@H:23]([OH:26])[C@@H:22]([CH2:27][OH:28])[O:21]3)=[C:13]([NH2:29])[N:12]=2)[CH:10]=1)=[O:5])C.[OH-].[Na+], predict the reaction product. The product is: [OH:25][C@@H:24]1[C@H:23]([OH:26])[C@@H:22]([CH2:27][OH:28])[O:21][C@H:20]1[N:17]1[CH:16]=[N:15][C:14]2[C:18]1=[N:19][C:11]([N:9]1[CH:10]=[C:6]([C:4]([OH:5])=[O:3])[CH:7]=[N:8]1)=[N:12][C:13]=2[NH2:29]. (2) Given the reactants [NH2:1][C:2]1[C:11]2[C:6](=[CH:7][CH:8]=[CH:9][CH:10]=2)[C:5]([C:12]#[N:13])=[CH:4][CH:3]=1.C(C1[C:25]2[C:20](=C[CH:22]=[CH:23][CH:24]=2)[C:19]([N:26]=[C:27]=[S:28])=CC=1)#N.Cl.NC1(CCl)CCCC1, predict the reaction product. The product is: [C:12]([C:5]1[C:6]2[C:11](=[CH:10][CH:9]=[CH:8][CH:7]=2)[C:2]([N:1]=[C:27]2[NH:26][CH2:19][C:20]3([CH2:25][CH2:24][CH2:23][CH2:22]3)[S:28]2)=[CH:3][CH:4]=1)#[N:13].